The task is: Predict the reactants needed to synthesize the given product.. This data is from Full USPTO retrosynthesis dataset with 1.9M reactions from patents (1976-2016). (1) Given the product [N:5]1[C:6]2[C:11](=[N:10][CH:9]=[CH:8][N:7]=2)[C:2]([NH2:12])=[N:3][CH:4]=1, predict the reactants needed to synthesize it. The reactants are: Cl[C:2]1[C:11]2[C:6](=[N:7][CH:8]=[CH:9][N:10]=2)[N:5]=[CH:4][N:3]=1.[NH3:12]. (2) The reactants are: O=[C:2]([CH2:8][C:9](=[O:20])[C:10]1[CH:15]=[CH:14][C:13]([C:16]([F:19])([F:18])[F:17])=[CH:12][CH:11]=1)[C:3]([O:5][CH2:6][CH3:7])=[O:4].Cl.[NH2:22]O. Given the product [F:17][C:16]([F:19])([F:18])[C:13]1[CH:14]=[CH:15][C:10]([C:9]2[O:20][N:22]=[C:2]([C:3]([O:5][CH2:6][CH3:7])=[O:4])[CH:8]=2)=[CH:11][CH:12]=1, predict the reactants needed to synthesize it. (3) Given the product [CH3:1][N:2]1[C:6]([C:7]([Cl:12])=[O:9])=[CH:5][CH:4]=[N:3]1, predict the reactants needed to synthesize it. The reactants are: [CH3:1][N:2]1[C:6]([C:7]([OH:9])=O)=[CH:5][CH:4]=[N:3]1.S(Cl)([Cl:12])=O. (4) Given the product [Br:18][C:19]1[CH:26]=[CH:25][C:22]([CH2:23][N:12]2[C:13]([CH3:17])([CH3:16])[C:14](=[O:15])[N:11]2[CH:2]2[CH:3]3[CH2:4][CH:5]4[CH2:6][CH:7]([CH2:8][CH:1]2[CH2:10]4)[CH2:9]3)=[CH:21][CH:20]=1, predict the reactants needed to synthesize it. The reactants are: [CH:1]12[CH2:10][CH:5]3[CH2:6][CH:7]([CH2:9][CH:3]([CH2:4]3)[CH:2]1[N:11]1[C:14](=[O:15])[C:13]([CH3:17])([CH3:16])[NH:12]1)[CH2:8]2.[Br:18][C:19]1[CH:26]=[CH:25][C:22]([CH2:23]Br)=[CH:21][CH:20]=1. (5) Given the product [F:1][C:2]1[CH:3]=[CH:4][C:5]([CH2:6][CH2:7][C@@H:8]2[CH2:13][C@H:12]([C:14]3[O:18][NH:17][C:16](=[O:19])[CH:15]=3)[CH2:11][CH2:10][NH:9]2)=[CH:24][CH:25]=1, predict the reactants needed to synthesize it. The reactants are: [F:1][C:2]1[CH:25]=[CH:24][C:5]([CH2:6][CH2:7][C@@H:8]2[CH2:13][C@H:12]([C:14]3[O:18][NH:17][C:16](=[O:19])[CH:15]=3)[CH2:11][CH2:10][N:9]2C(OC)=O)=[CH:4][CH:3]=1.C(O)(=O)C. (6) The reactants are: Cl[CH2:2][CH2:3][CH2:4][C@H:5]1[CH2:9][CH2:8][C@@H:7]([C:10]2[CH:15]=[CH:14][C:13]([F:16])=[CH:12][CH:11]=2)[N:6]1[S:17]([C:20]1[CH:25]=[CH:24][C:23]([CH3:26])=[CH:22][CH:21]=1)(=[O:19])=[O:18].[NH:27]1[CH:31]=[CH:30][CH:29]=[N:28]1. Given the product [F:16][C:13]1[CH:14]=[CH:15][C:10]([C@H:7]2[N:6]([S:17]([C:20]3[CH:25]=[CH:24][C:23]([CH3:26])=[CH:22][CH:21]=3)(=[O:19])=[O:18])[C@@H:5]([CH2:4][CH2:3][CH2:2][N:27]3[CH:31]=[CH:30][CH:29]=[N:28]3)[CH2:9][CH2:8]2)=[CH:11][CH:12]=1, predict the reactants needed to synthesize it. (7) Given the product [CH:15]([N:4]1[C:3](=[O:18])[C:2]([NH:19][CH2:20][CH2:21][C:22]2[CH:23]=[C:24]([CH:27]=[CH:28][CH:29]=2)[C:25]#[N:26])=[C:6]([C:7]2[CH:12]=[CH:11][CH:10]=[CH:9][CH:8]=2)[S:5]1(=[O:14])=[O:13])([CH3:17])[CH3:16], predict the reactants needed to synthesize it. The reactants are: Cl[C:2]1[C:3](=[O:18])[N:4]([CH:15]([CH3:17])[CH3:16])[S:5](=[O:14])(=[O:13])[C:6]=1[C:7]1[CH:12]=[CH:11][CH:10]=[CH:9][CH:8]=1.[NH2:19][CH2:20][CH2:21][C:22]1[CH:23]=[C:24]([CH:27]=[CH:28][CH:29]=1)[C:25]#[N:26].